Dataset: CYP2C19 inhibition data for predicting drug metabolism from PubChem BioAssay. Task: Regression/Classification. Given a drug SMILES string, predict its absorption, distribution, metabolism, or excretion properties. Task type varies by dataset: regression for continuous measurements (e.g., permeability, clearance, half-life) or binary classification for categorical outcomes (e.g., BBB penetration, CYP inhibition). Dataset: cyp2c19_veith. The compound is c1ccc(CN2CC[C@@]3(CCCNC3)C2)cc1. The result is 0 (non-inhibitor).